From a dataset of Forward reaction prediction with 1.9M reactions from USPTO patents (1976-2016). Predict the product of the given reaction. (1) Given the reactants [Br:1][C:2]1[CH:3]=[CH:4][C:5]2[O:16][C:15]3([CH2:21][CH2:20][CH:19]([O:22][CH3:23])[CH2:18][CH2:17]3)[C:8]3([NH:12][C:11](=S)[C:10]([CH3:14])=[N:9]3)[C:6]=2[CH:7]=1.[NH3:24].CO, predict the reaction product. The product is: [Br:1][C:2]1[CH:3]=[CH:4][C:5]2[O:16][C:15]3([CH2:21][CH2:20][CH:19]([O:22][CH3:23])[CH2:18][CH2:17]3)[C:8]3([N:12]=[C:11]([NH2:24])[C:10]([CH3:14])=[N:9]3)[C:6]=2[CH:7]=1. (2) Given the reactants [Br:1][C:2]1[CH:3]=[CH:4][C:5]([C:8]([NH:10][CH2:11][CH2:12][CH:13]2[CH2:17][C:16](=[O:18])[C:15]([C:19]3[C:24]([CH3:25])=[CH:23][C:22]([CH3:26])=[CH:21][C:20]=3[CH3:27])=[C:14]2[O:28]C)=[O:9])=[N:6][CH:7]=1.Cl, predict the reaction product. The product is: [Br:1][C:2]1[CH:3]=[CH:4][C:5]([C:8]([NH:10][CH2:11][CH2:12][CH:13]2[CH2:17][C:16](=[O:18])[CH:15]([C:19]3[C:24]([CH3:25])=[CH:23][C:22]([CH3:26])=[CH:21][C:20]=3[CH3:27])[C:14]2=[O:28])=[O:9])=[N:6][CH:7]=1. (3) Given the reactants [CH3:1][C:2]1[N:3]([C:17]2[C:22]([CH3:23])=[CH:21][C:20]([CH3:24])=[CH:19][C:18]=2[CH3:25])[C:4]2[C:9]([N:10]=1)=[C:8]([NH:11][C:12](=O)[CH2:13][Cl:14])[CH:7]=[C:6]([CH3:16])[N:5]=2, predict the reaction product. The product is: [CH3:1][C:2]1[N:3]([C:17]2[C:22]([CH3:23])=[CH:21][C:20]([CH3:24])=[CH:19][C:18]=2[CH3:25])[C:4]2[C:9]([N:10]=1)=[C:8]([NH:11][CH2:12][CH2:13][Cl:14])[CH:7]=[C:6]([CH3:16])[N:5]=2. (4) Given the reactants [CH3:1][O:2][C:3]1[CH:11]=[C:10]2[C:6]([CH2:7][CH:8]([C:13]([O:15][CH3:16])=[O:14])[C:9]2=O)=[CH:5][CH:4]=1.Cl(O)(=O)(=O)=O, predict the reaction product. The product is: [CH3:1][O:2][C:3]1[CH:11]=[C:10]2[C:6](=[CH:5][CH:4]=1)[CH2:7][CH:8]([C:13]([O:15][CH3:16])=[O:14])[CH2:9]2. (5) Given the reactants [Br:1][CH2:2][CH2:3][CH2:4][CH2:5][CH2:6][CH2:7][CH2:8][CH2:9][CH:10]=O.Cl.[NH2:13][CH2:14][C@@H:15]([C:17]1[C:25]2[S:24][C:23](=[O:26])[NH:22][C:21]=2[C:20]([OH:27])=[CH:19][CH:18]=1)[OH:16].C(O[BH-](OC(=O)C)OC(=O)C)(=O)C.[Na+].[C:42](O[C:42]([O:44][C:45]([CH3:48])([CH3:47])[CH3:46])=[O:43])([O:44][C:45]([CH3:48])([CH3:47])[CH3:46])=[O:43], predict the reaction product. The product is: [Br:1][CH2:2][CH2:3][CH2:4][CH2:5][CH2:6][CH2:7][CH2:8][CH2:9][CH2:10][N:13]([CH2:14][C@H:15]([OH:16])[C:17]1[C:25]2[S:24][C:23](=[O:26])[NH:22][C:21]=2[C:20]([OH:27])=[CH:19][CH:18]=1)[C:42](=[O:43])[O:44][C:45]([CH3:48])([CH3:47])[CH3:46]. (6) Given the reactants [I:1][C:2]1[C:7]([C:8](OCC)=[O:9])=[C:6]([CH3:13])[N:5]=[C:4]2[S:14][C:15]3[CH2:20][CH2:19][CH2:18][CH2:17][C:16]=3[C:3]=12.[H-].C([Al+]CC(C)C)C(C)C, predict the reaction product. The product is: [I:1][C:2]1[C:7]([CH2:8][OH:9])=[C:6]([CH3:13])[N:5]=[C:4]2[S:14][C:15]3[CH2:20][CH2:19][CH2:18][CH2:17][C:16]=3[C:3]=12. (7) Given the reactants [Br:1][C:2]1[CH:10]=[C:9]2[C:5]([CH2:6][C:7]3([CH2:24][CH2:23][CH:22]([O:25][CH3:26])[CH2:21][CH2:20]3)[C:8]2([NH:13]S(C(C)(C)C)=O)[CH:11]=[CH2:12])=[CH:4][CH:3]=1.Cl.O.[OH-].[K+], predict the reaction product. The product is: [Br:1][C:2]1[CH:10]=[C:9]2[C:5]([CH2:6][C:7]3([CH2:24][CH2:23][CH:22]([O:25][CH3:26])[CH2:21][CH2:20]3)[C:8]2([CH:11]=[CH2:12])[NH2:13])=[CH:4][CH:3]=1.